This data is from NCI-60 drug combinations with 297,098 pairs across 59 cell lines. The task is: Regression. Given two drug SMILES strings and cell line genomic features, predict the synergy score measuring deviation from expected non-interaction effect. (1) Drug 1: CC1C(C(=O)NC(C(=O)N2CCCC2C(=O)N(CC(=O)N(C(C(=O)O1)C(C)C)C)C)C(C)C)NC(=O)C3=C4C(=C(C=C3)C)OC5=C(C(=O)C(=C(C5=N4)C(=O)NC6C(OC(=O)C(N(C(=O)CN(C(=O)C7CCCN7C(=O)C(NC6=O)C(C)C)C)C)C(C)C)C)N)C. Drug 2: C1CN1P(=S)(N2CC2)N3CC3. Cell line: SF-539. Synergy scores: CSS=25.2, Synergy_ZIP=-5.63, Synergy_Bliss=-4.28, Synergy_Loewe=-47.7, Synergy_HSA=-1.24. (2) Drug 1: CC(CN1CC(=O)NC(=O)C1)N2CC(=O)NC(=O)C2. Drug 2: C(CC(=O)O)C(=O)CN.Cl. Cell line: SF-295. Synergy scores: CSS=32.2, Synergy_ZIP=-8.90, Synergy_Bliss=-5.92, Synergy_Loewe=-5.16, Synergy_HSA=-2.53. (3) Synergy scores: CSS=2.62, Synergy_ZIP=-9.35, Synergy_Bliss=-18.3, Synergy_Loewe=-22.4, Synergy_HSA=-17.5. Drug 2: C1=NC(=NC(=O)N1C2C(C(C(O2)CO)O)O)N. Cell line: HL-60(TB). Drug 1: CN(C)N=NC1=C(NC=N1)C(=O)N.